This data is from Full USPTO retrosynthesis dataset with 1.9M reactions from patents (1976-2016). The task is: Predict the reactants needed to synthesize the given product. (1) Given the product [CH3:1][C:2]12[C:8]([CH3:9])([CH3:10])[C:5]([C:11]([O:13][CH2:14][C@H:15]3[C@H:17]([CH2:18][O:19][CH3:20])[C@@:16]3([CH3:35])[C:21]3[CH:30]=[CH:29][C:28]4[C:27]([CH3:32])([CH3:31])[CH2:26][CH2:25][C:24]([CH3:34])([CH3:33])[C:23]=4[CH:22]=3)=[O:12])([CH2:6][CH2:7]1)[O:4][C:3]2=[O:36], predict the reactants needed to synthesize it. The reactants are: [CH3:1][C:2]12[C:8]([CH3:10])([CH3:9])[C:5]([C:11]([O:13][CH2:14][C@H:15]3[C@@H:17]([CH2:18][O:19][CH3:20])[C@@:16]3([CH3:35])[C:21]3[CH:30]=[CH:29][C:28]4[C:27]([CH3:32])([CH3:31])[CH2:26][CH2:25][C:24]([CH3:34])([CH3:33])[C:23]=4[CH:22]=3)=[O:12])([CH2:6][CH2:7]1)[O:4][C:3]2=[O:36].CC12C(C)(C)C(C(OC[C@@H]3[C@H](COC)[C@]3(C)C3C=CC4C(C)(C)CCC(C)(C)C=4C=3)=O)(CC1)OC2=O.COCC1[C@@H](CO)C1(C)C1C=CC2C(C)(C)CCC(C)(C)C=2C=1.CCOC(C)=O. (2) Given the product [Cl:7][C:8]1[CH:9]=[C:10](/[CH:11]=[CH:12]/[C:13]([N:22]2[CH2:23][CH2:24][NH:19][C:20](=[O:25])[CH2:21]2)=[O:15])[CH:16]=[CH:17][CH:18]=1, predict the reactants needed to synthesize it. The reactants are: C(Cl)(=O)C(Cl)=O.[Cl:7][C:8]1[CH:9]=[C:10]([CH:16]=[CH:17][CH:18]=1)[CH:11]=[CH:12][C:13]([OH:15])=O.[NH:19]1[CH2:24][CH2:23][NH:22][CH2:21][C:20]1=[O:25].C(N(CC)CC)C.S([O-])(O)(=O)=O.[K+]. (3) The reactants are: [OH:1][CH2:2][C:3]([C:5]1[CH:6]=[C:7]2[C:12](=[CH:13][CH:14]=1)[CH:11]([NH:15][C:16](=[O:39])[CH2:17][CH:18]([C:33]1[CH:38]=[CH:37][CH:36]=[CH:35][CH:34]=1)[NH:19][S:20]([C:23]1[CH:28]=[CH:27][CH:26]=[C:25]([C:29]([F:32])([F:31])[F:30])[CH:24]=1)(=[O:22])=[O:21])[CH2:10][CH2:9][CH2:8]2)=[CH2:4].CCN(CC)CC.[CH3:47][S:48](Cl)(=[O:50])=[O:49]. Given the product [C:33]1([CH:18]([NH:19][S:20]([C:23]2[CH:28]=[CH:27][CH:26]=[C:25]([C:29]([F:30])([F:31])[F:32])[CH:24]=2)(=[O:22])=[O:21])[CH2:17][C:16]([NH:15][CH:11]2[CH2:10][CH2:9][CH2:8][C:7]3[CH:6]=[C:5]([C:3](=[CH2:4])[CH2:2][O:1][S:48]([CH3:47])(=[O:50])=[O:49])[CH:14]=[CH:13][C:12]2=3)=[O:39])[CH:38]=[CH:37][CH:36]=[CH:35][CH:34]=1, predict the reactants needed to synthesize it. (4) Given the product [OH:13][P:2]1(=[O:12])[O:7][C:6]2[CH:8]=[CH:9][CH:10]=[CH:11][C:5]=2[CH2:4][O:3]1, predict the reactants needed to synthesize it. The reactants are: Cl[P:2]1(=[O:12])[O:7][C:6]2[CH:8]=[CH:9][CH:10]=[CH:11][C:5]=2[CH2:4][O:3]1.[OH2:13]. (5) Given the product [F:12][C:13]1[CH:29]=[CH:28][CH:27]=[C:26]([F:30])[C:14]=1[CH2:15][S:16]([C:18]1[CH2:22][C:21]([CH2:24][CH3:25])([CH3:23])[O:20][N:19]=1)(=[O:9])=[O:17], predict the reactants needed to synthesize it. The reactants are: ClC1C=CC=C(C(OO)=[O:9])C=1.[F:12][C:13]1[CH:29]=[CH:28][CH:27]=[C:26]([F:30])[C:14]=1[CH2:15][S:16]([C:18]1[CH2:22][C:21]([CH2:24][CH3:25])([CH3:23])[O:20][N:19]=1)=[O:17].O. (6) Given the product [Cl:1][C:2]1[CH:9]=[CH:8][C:5]([CH2:6][NH:7][C:24]([C:22]2[N:21]=[N:20][N:19]([CH2:18][CH2:17][NH:16][C:14](=[O:15])[C:13]3[CH:27]=[CH:28][C:29]([O:33][CH3:34])=[C:30]([O:31][CH3:32])[C:12]=3[O:11][CH3:10])[CH:23]=2)=[O:25])=[CH:4][CH:3]=1, predict the reactants needed to synthesize it. The reactants are: [Cl:1][C:2]1[CH:9]=[CH:8][C:5]([CH2:6][NH2:7])=[CH:4][CH:3]=1.[CH3:10][O:11][C:12]1[C:30]([O:31][CH3:32])=[C:29]([O:33][CH3:34])[CH:28]=[CH:27][C:13]=1[C:14]([NH:16][CH2:17][CH2:18][N:19]1[CH:23]=[C:22]([C:24](O)=[O:25])[N:21]=[N:20]1)=[O:15].